Dataset: Forward reaction prediction with 1.9M reactions from USPTO patents (1976-2016). Task: Predict the product of the given reaction. (1) Given the reactants [CH2:1]([O:8][CH2:9][C:10](Cl)=[O:11])[C:2]1[CH:7]=[CH:6][CH:5]=[CH:4][CH:3]=1.[NH:13]1[CH:17]=[CH:16]N=N1.C(N(CC)CC)C, predict the reaction product. The product is: [CH2:1]([O:8][CH2:9][C:10]1[O:11][CH:16]=[CH:17][N:13]=1)[C:2]1[CH:7]=[CH:6][CH:5]=[CH:4][CH:3]=1. (2) The product is: [CH3:13][N:11]1[CH:12]=[C:8]([C:5]2[CH:6]=[CH:7][C:2]([B:18]3[O:19][C:20]([CH3:22])([CH3:21])[C:16]([CH3:32])([CH3:15])[O:17]3)=[CH:3][CH:4]=2)[N:9]=[C:10]1[CH3:14]. Given the reactants Cl[C:2]1[CH:7]=[CH:6][C:5]([C:8]2[N:9]=[C:10]([CH3:14])[N:11]([CH3:13])[CH:12]=2)=[CH:4][CH:3]=1.[CH3:15][C:16]1([CH3:32])[C:20]([CH3:22])([CH3:21])[O:19][B:18]([B:18]2[O:19][C:20]([CH3:22])([CH3:21])[C:16]([CH3:32])([CH3:15])[O:17]2)[O:17]1.CC([O-])=O.[K+], predict the reaction product. (3) Given the reactants [NH2:1][C@H:2]([C:7]([OH:9])=[O:8])[CH2:3][CH:4]([CH3:6])[CH3:5].C(O[C:13](=[O:20])[C@H:14](CC(C)C)N)C.[NH2:21][C@H:22]([C:27]([OH:29])=[O:28])[CH2:23][CH2:24][S:25][CH3:26], predict the reaction product. The product is: [NH2:21][C@H:22]([C:27]([OH:29])=[O:28])[CH2:23][CH2:24][S:25][CH3:26].[NH2:1][C@H:2]([C:7]([OH:9])=[O:8])[CH2:3][C:4]1[CH:6]=[CH:14][C:13]([OH:20])=[CH:22][CH:5]=1. (4) The product is: [CH3:1][N:2]1[CH2:7][CH2:6][N:5]([CH2:9][CH2:10][C:11]([O:13][C:14]([CH3:17])([CH3:16])[CH3:15])=[O:12])[CH2:4][CH2:3]1. Given the reactants [CH3:1][N:2]1[CH2:7][CH2:6][NH:5][CH2:4][CH2:3]1.Br[CH2:9][CH2:10][C:11]([O:13][C:14]([CH3:17])([CH3:16])[CH3:15])=[O:12], predict the reaction product. (5) The product is: [C:6]([O:5][C:3](=[O:4])[CH2:2][N:24]1[C:22]2=[N:23][C:18]([NH:17][CH2:16][C:15]3[CH:14]=[CH:13][C:12]([O:11][CH3:10])=[CH:31][CH:30]=3)=[CH:19][CH:20]=[C:21]2[C:26]([C:27](=[O:29])[CH3:28])=[CH:25]1)([CH3:9])([CH3:8])[CH3:7]. Given the reactants Br[CH2:2][C:3]([O:5][C:6]([CH3:9])([CH3:8])[CH3:7])=[O:4].[CH3:10][O:11][C:12]1[CH:31]=[CH:30][C:15]([CH2:16][NH:17][C:18]2[N:23]=[C:22]3[NH:24][CH:25]=[C:26]([C:27](=[O:29])[CH3:28])[C:21]3=[CH:20][CH:19]=2)=[CH:14][CH:13]=1.C(=O)([O-])[O-].[K+].[K+], predict the reaction product. (6) The product is: [NH2:34][C:33]1[C:8]([Cl:7])=[CH:9][C:10]2[N:16]3[CH2:17][CH2:18][CH2:19][C@@H:20]([NH:21][C:22](=[O:27])[C:23]([F:26])([F:25])[F:24])[C@H:15]3[C:14]3[CH:28]=[CH:29][CH:30]=[CH:31][C:13]=3[O:12][C:11]=2[CH:32]=1. Given the reactants Cl.O.O.Cl[Sn]Cl.[Cl:7][C:8]1[C:33]([N+:34]([O-])=O)=[CH:32][C:11]2[O:12][C:13]3[CH:31]=[CH:30][CH:29]=[CH:28][C:14]=3[C@@H:15]3[C@H:20]([NH:21][C:22](=[O:27])[C:23]([F:26])([F:25])[F:24])[CH2:19][CH2:18][CH2:17][N:16]3[C:10]=2[CH:9]=1, predict the reaction product.